This data is from Forward reaction prediction with 1.9M reactions from USPTO patents (1976-2016). The task is: Predict the product of the given reaction. (1) Given the reactants Cl[CH2:2][C:3]1[CH:8]=[CH:7][C:6]([O:9][CH3:10])=[CH:5][CH:4]=1.[Cl:11][C:12]1[C:13]([OH:23])=[CH:14][C:15]([OH:22])=[C:16]([CH:21]=1)[C:17]([O:19][CH3:20])=[O:18].C(=O)([O-])[O-].[K+].[K+], predict the reaction product. The product is: [Cl:11][C:12]1[C:13]([O:23][CH2:2][C:3]2[CH:8]=[CH:7][C:6]([O:9][CH3:10])=[CH:5][CH:4]=2)=[CH:14][C:15]([OH:22])=[C:16]([CH:21]=1)[C:17]([O:19][CH3:20])=[O:18]. (2) Given the reactants C([Mg]Cl)(C)C.[Br:6][C:7]1[CH:8]=[CH:9][C:10](I)=[N:11][CH:12]=1.[CH:14]1([C:17]([CH:25]2[CH2:27][CH2:26]2)=[N:18][S@@:19]([C:21]([CH3:24])([CH3:23])[CH3:22])=[O:20])[CH2:16][CH2:15]1.[NH4+].[Cl-], predict the reaction product. The product is: [Br:6][C:7]1[CH:8]=[CH:9][C:10]([C:17]([CH:25]2[CH2:27][CH2:26]2)([CH:14]2[CH2:15][CH2:16]2)[NH:18][S@@:19]([C:21]([CH3:24])([CH3:23])[CH3:22])=[O:20])=[N:11][CH:12]=1. (3) The product is: [S:39]([NH:32][C@H:15]([C:11]1[CH:12]=[CH:13][CH:14]=[C:9]([O:8][CH2:1][C:2]2[CH:7]=[CH:6][CH:5]=[CH:4][CH:3]=2)[CH:10]=1)[C@@H:16]([C:18]1[CH:23]=[CH:22][CH:21]=[C:20]([O:24][CH2:25][C:26]2[CH:31]=[CH:30][CH:29]=[CH:28][CH:27]=2)[CH:19]=1)[NH2:17])([C:42]1[CH:48]=[CH:47][C:45]([CH3:46])=[CH:44][CH:43]=1)(=[O:41])=[O:40]. Given the reactants [CH2:1]([O:8][C:9]1[CH:10]=[C:11]([C@@H:15]([NH2:32])[C@@H:16]([C:18]2[CH:23]=[CH:22][CH:21]=[C:20]([O:24][CH2:25][C:26]3[CH:31]=[CH:30][CH:29]=[CH:28][CH:27]=3)[CH:19]=2)[NH2:17])[CH:12]=[CH:13][CH:14]=1)[C:2]1[CH:7]=[CH:6][CH:5]=[CH:4][CH:3]=1.N1C=CC=CC=1.[S:39](Cl)([C:42]1[CH:48]=[CH:47][C:45]([CH3:46])=[CH:44][CH:43]=1)(=[O:41])=[O:40], predict the reaction product.